The task is: Predict the product of the given reaction.. This data is from Forward reaction prediction with 1.9M reactions from USPTO patents (1976-2016). (1) The product is: [CH3:20][O:21][C:22]([C:24]1[CH:25]=[CH:26][C:27]([CH2:28][C:29]([CH2:8][CH2:9][C:10]2[CH:19]=[CH:18][C:13]([C:14]([O:16][CH3:17])=[O:15])=[CH:12][CH:11]=2)([C:36]([O:38][CH2:39][CH:40]=[CH2:41])=[O:37])[C:30]([O:32][CH2:33][CH:34]=[CH2:35])=[O:31])=[CH:42][CH:43]=1)=[O:23]. Given the reactants C(=O)([O-])[O-].[Cs+].[Cs+].Br[CH2:8][CH2:9][C:10]1[CH:19]=[CH:18][C:13]([C:14]([O:16][CH3:17])=[O:15])=[CH:12][CH:11]=1.[CH3:20][O:21][C:22]([C:24]1[CH:43]=[CH:42][C:27]([CH2:28][CH:29]([C:36]([O:38][CH2:39][CH:40]=[CH2:41])=[O:37])[C:30]([O:32][CH2:33][CH:34]=[CH2:35])=[O:31])=[CH:26][CH:25]=1)=[O:23], predict the reaction product. (2) Given the reactants [Cl:1][C:2]1[CH:7]=[CH:6][CH:5]=[C:4]([Cl:8])[C:3]=1[N:9]1[C:13](=[O:14])[NH:12][C:11]([C:15]2[CH:24]=[CH:23][C:18]([C:19]([O:21]C)=O)=[C:17]([O:25][CH3:26])[CH:16]=2)=[N:10]1.[F:27][C:28]([F:37])([F:36])[C:29]1[CH:30]=[C:31]([CH:33]=[CH:34][CH:35]=1)[NH2:32].C[Al](C)C, predict the reaction product. The product is: [Cl:8][C:4]1[CH:5]=[CH:6][CH:7]=[C:2]([Cl:1])[C:3]=1[N:9]1[C:13](=[O:14])[NH:12][C:11]([C:15]2[CH:24]=[CH:23][C:18]([C:19]([NH:32][C:31]3[CH:33]=[CH:34][CH:35]=[C:29]([C:28]([F:27])([F:36])[F:37])[CH:30]=3)=[O:21])=[C:17]([O:25][CH3:26])[CH:16]=2)=[N:10]1. (3) The product is: [C:16]1([C@H:15]([N:22]([OH:23])[CH:31]=[O:32])[CH2:14][S:11]([CH2:10][C:8]2[CH:9]=[C:4]3[CH:3]=[CH:2][S:1][C:5]3=[N:6][CH:7]=2)(=[O:13])=[O:12])[CH:21]=[CH:20][CH:19]=[CH:18][CH:17]=1. Given the reactants [S:1]1[C:5]2=[N:6][CH:7]=[C:8]([CH2:10][S:11]([CH2:14][C@@H:15]([N:22]([C:31](OC(C)(C)C)=[O:32])[O:23]C(OC(C)(C)C)=O)[C:16]3[CH:21]=[CH:20][CH:19]=[CH:18][CH:17]=3)(=[O:13])=[O:12])[CH:9]=[C:4]2[CH:3]=[CH:2]1.FC(F)(F)C(O)=O, predict the reaction product.